This data is from Full USPTO retrosynthesis dataset with 1.9M reactions from patents (1976-2016). The task is: Predict the reactants needed to synthesize the given product. Given the product [CH:41]([NH:44][C:45]([N:31]1[CH2:30][CH2:29][CH:28]([CH2:27][N:3]([CH2:1][CH3:2])[CH:4]2[CH2:5][CH2:6][C:7]3[C:12](=[CH:11][C:10]([NH:14][C:15](=[O:26])[C:16]4[CH:21]=[CH:20][C:19]([S:22]([CH3:25])(=[O:23])=[O:24])=[CH:18][CH:17]=4)=[CH:9][CH:8]=3)[CH2:13]2)[CH2:33][CH2:32]1)=[O:46])([CH3:43])[CH3:42], predict the reactants needed to synthesize it. The reactants are: [CH2:1]([N:3]([CH2:27][CH:28]1[CH2:33][CH2:32][NH:31][CH2:30][CH2:29]1)[CH:4]1[CH2:13][C:12]2[CH:11]=[C:10]([NH:14][C:15](=[O:26])[C:16]3[CH:21]=[CH:20][C:19]([S:22]([CH3:25])(=[O:24])=[O:23])=[CH:18][CH:17]=3)[CH:9]=[CH:8][C:7]=2[CH2:6][CH2:5]1)[CH3:2].C(N(CC)CC)C.[CH:41]([N:44]=[C:45]=[O:46])([CH3:43])[CH3:42].